This data is from Forward reaction prediction with 1.9M reactions from USPTO patents (1976-2016). The task is: Predict the product of the given reaction. (1) Given the reactants C(=O)([O-])[O-].[K+].[K+].[C:7]([O:11][C:12](=[O:39])[CH2:13][O:14][C:15]1[C:20]([CH3:21])=[CH:19][C:18]([C:22]2[O:23][C:24]3[N:25]=[C:26](S(C)(=O)=O)[N:27]=[C:28]([CH2:31][CH2:32][CH3:33])[C:29]=3[N:30]=2)=[CH:17][C:16]=1[CH3:38])([CH3:10])([CH3:9])[CH3:8].[F:40][C:41]1[CH:46]=[CH:45][C:44]([F:47])=[CH:43][C:42]=1[OH:48], predict the reaction product. The product is: [F:40][C:41]1[CH:46]=[CH:45][C:44]([F:47])=[CH:43][C:42]=1[O:48][C:26]1[N:27]=[C:28]([CH2:31][CH2:32][CH3:33])[C:29]2[N:30]=[C:22]([C:18]3[CH:19]=[C:20]([CH3:21])[C:15]([O:14][CH2:13][C:12]([O:11][C:7]([CH3:10])([CH3:9])[CH3:8])=[O:39])=[C:16]([CH3:38])[CH:17]=3)[O:23][C:24]=2[N:25]=1. (2) Given the reactants [CH3:1][C:2]1([CH3:32])[C:6](=[O:7])[N:5]([C:8]2[CH:15]=[CH:14][C:11]([C:12]#[N:13])=[C:10]([C:16]([F:19])([F:18])[F:17])[CH:9]=2)[C:4](=[S:20])[N:3]1[C:21]1[CH:26]=[CH:25][C:24]([O:27][CH2:28][CH:29]2[CH2:31][O:30]2)=[CH:23][CH:22]=1.S(=O)(=O)(O)[OH:34].Cl, predict the reaction product. The product is: [OH:34][CH:29]([CH2:31][OH:30])[CH2:28][O:27][C:24]1[CH:25]=[CH:26][C:21]([N:3]2[C:2]([CH3:32])([CH3:1])[C:6](=[O:7])[N:5]([C:8]3[CH:15]=[CH:14][C:11]([C:12]#[N:13])=[C:10]([C:16]([F:17])([F:18])[F:19])[CH:9]=3)[C:4]2=[S:20])=[CH:22][CH:23]=1. (3) Given the reactants Br[C:2]1[CH:3]=[C:4]([NH:10][C:11]2[CH:15]=[C:14]([CH3:16])[O:13][N:12]=2)[C:5](=[O:9])[N:6]([CH3:8])[CH:7]=1.[C:17]([O:20][CH2:21][C:22]1[C:23]([N:31]2[CH2:42][CH2:41][N:40]3[C:33](=[CH:34][C:35]4[CH2:36][C:37]([CH3:44])([CH3:43])[CH2:38][C:39]=43)[C:32]2=[O:45])=[N:24][CH:25]=[CH:26][C:27]=1B(O)O)(=[O:19])[CH3:18].[O-]P([O-])([O-])=O.[K+].[K+].[K+].C([O-])(=O)C.[Na+], predict the reaction product. The product is: [C:17]([O:20][CH2:21][C:22]1[C:23]([N:31]2[CH2:42][CH2:41][N:40]3[C:33](=[CH:34][C:35]4[CH2:36][C:37]([CH3:44])([CH3:43])[CH2:38][C:39]=43)[C:32]2=[O:45])=[N:24][CH:25]=[CH:26][C:27]=1[C:2]1[CH:3]=[C:4]([NH:10][C:11]2[CH:15]=[C:14]([CH3:16])[O:13][N:12]=2)[C:5](=[O:9])[N:6]([CH3:8])[CH:7]=1)(=[O:19])[CH3:18]. (4) Given the reactants [C:1]([O:5][C:6](=[O:34])[CH2:7][O:8][C:9]1[C:18]2[CH2:17][CH2:16][CH2:15][C@@H:14]([NH:19][S:20]([C:23]3[CH:28]=[C:27]([C:29]([F:32])([F:31])[F:30])[CH:26]=[C:25]([Br:33])[CH:24]=3)(=[O:22])=[O:21])[C:13]=2[CH:12]=[CH:11][CH:10]=1)([CH3:4])([CH3:3])[CH3:2].[C:35](=O)([O-])[O-].[K+].[K+].CI, predict the reaction product. The product is: [C:1]([O:5][C:6](=[O:34])[CH2:7][O:8][C:9]1[C:18]2[CH2:17][CH2:16][CH2:15][C@@H:14]([N:19]([S:20]([C:23]3[CH:28]=[C:27]([C:29]([F:30])([F:31])[F:32])[CH:26]=[C:25]([Br:33])[CH:24]=3)(=[O:22])=[O:21])[CH3:35])[C:13]=2[CH:12]=[CH:11][CH:10]=1)([CH3:4])([CH3:2])[CH3:3]. (5) Given the reactants C(NC(C)C)(C)C.C([Li])CCC.[CH3:13][CH:14]1[CH2:22][C:21]2[C:16](=[CH:17][CH:18]=[CH:19][CH:20]=2)[C:15]1=[O:23].[Li+].CC([N-]C(C)C)C.C([C:34]([O:36][CH3:37])=[O:35])#N, predict the reaction product. The product is: [CH3:13][C:14]1([C:34]([O:36][CH3:37])=[O:35])[CH2:22][C:21]2[C:16](=[CH:17][CH:18]=[CH:19][CH:20]=2)[C:15]1=[O:23].